This data is from Catalyst prediction with 721,799 reactions and 888 catalyst types from USPTO. The task is: Predict which catalyst facilitates the given reaction. (1) Reactant: [NH2:1][C:2]1[CH:7]=[CH:6][C:5]([C:8]2([C:14]#[N:15])[CH2:13][CH2:12][CH2:11][CH2:10][CH2:9]2)=[CH:4][C:3]=1Br.[CH3:17][C:18]1([CH3:27])[CH2:23][CH2:22][C:21](B(O)O)=[CH:20][CH2:19]1.C([O-])([O-])=O.[Na+].[Na+]. Product: [NH2:1][C:2]1[CH:7]=[CH:6][C:5]([C:8]2([C:14]#[N:15])[CH2:13][CH2:12][CH2:11][CH2:10][CH2:9]2)=[CH:4][C:3]=1[C:21]1[CH2:22][CH2:23][C:18]([CH3:27])([CH3:17])[CH2:19][CH:20]=1. The catalyst class is: 151. (2) Reactant: [N:1]1([C:7]2[CH:15]=[CH:14][CH:13]=[C:12]3[C:8]=2[CH:9]=[CH:10][NH:11]3)[CH2:6][CH2:5][NH:4][CH2:3][CH2:2]1.I[CH2:17][CH2:18][CH:19]1[CH2:27][C:26]2[C:21](=[CH:22][CH:23]=[CH:24][CH:25]=2)[CH2:20]1.C([O-])([O-])=O.[K+].[K+].C(C(C)=O)C(C)C. Product: [CH2:20]1[C:21]2[C:26](=[CH:25][CH:24]=[CH:23][CH:22]=2)[CH2:27][CH:19]1[CH2:18][CH2:17][N:4]1[CH2:3][CH2:2][N:1]([C:7]2[CH:15]=[CH:14][CH:13]=[C:12]3[C:8]=2[CH:9]=[CH:10][NH:11]3)[CH2:6][CH2:5]1. The catalyst class is: 60. (3) Reactant: C([N:8](CC1C=CC=CC=1)[CH2:9][CH2:10][C@H:11]1[CH2:13][C@@H:12]1[CH:14]1[CH2:19][CH2:18][N:17]([C:20]([O:22][C:23]([CH3:26])([CH3:25])[CH3:24])=[O:21])[CH2:16][CH2:15]1)C1C=CC=CC=1.[H][H]. Product: [NH2:8][CH2:9][CH2:10][C@H:11]1[CH2:13][C@@H:12]1[CH:14]1[CH2:19][CH2:18][N:17]([C:20]([O:22][C:23]([CH3:26])([CH3:25])[CH3:24])=[O:21])[CH2:16][CH2:15]1. The catalyst class is: 105. (4) Product: [CH3:15][C:10]1[CH:11]=[CH:12][CH:13]=[CH:14][C:9]=1[CH2:8][N:7]1[C:6]2[CH:16]=[CH:17][CH:18]=[CH:19][C:5]=2[N:4]=[C:3]1[CH2:2][NH:25][CH2:20][CH2:21][CH:22]([CH3:24])[CH3:23]. The catalyst class is: 10. Reactant: Cl[CH2:2][C:3]1[N:7]([CH2:8][C:9]2[CH:14]=[CH:13][CH:12]=[CH:11][C:10]=2[CH3:15])[C:6]2[CH:16]=[CH:17][CH:18]=[CH:19][C:5]=2[N:4]=1.[CH2:20]([NH2:25])[CH2:21][CH:22]([CH3:24])[CH3:23]. (5) Reactant: [N+:1]([CH2:4][C:5]1(O)[CH2:14][CH2:13][C:8]2([O:12][CH2:11][CH2:10][O:9]2)[CH2:7][CH2:6]1)([O-:3])=[O:2].C(N(CC)CC)C.CS(Cl)(=O)=O. Product: [N+:1]([CH:4]=[C:5]1[CH2:14][CH2:13][C:8]2([O:9][CH2:10][CH2:11][O:12]2)[CH2:7][CH2:6]1)([O-:3])=[O:2]. The catalyst class is: 4.